From a dataset of Forward reaction prediction with 1.9M reactions from USPTO patents (1976-2016). Predict the product of the given reaction. Given the reactants [CH2:1]([C:8]1[CH:13]=[CH:12][C:11]([OH:14])=[CH:10][CH:9]=1)[CH2:2][CH2:3][CH2:4][CH2:5][CH2:6][CH3:7].[NH2:15][C:16](N)=[O:17], predict the reaction product. The product is: [C:16](=[O:17])([O:14][C:11]1[CH:10]=[CH:9][C:8]([CH2:1][CH2:2][CH2:3][CH2:4][CH2:5][CH2:6][CH3:7])=[CH:13][CH:12]=1)[NH2:15].